Predict which catalyst facilitates the given reaction. From a dataset of Catalyst prediction with 721,799 reactions and 888 catalyst types from USPTO. (1) Reactant: C([O:3][C:4]([C:6]1[CH:7]=[C:8]2[C:13](=[CH:14][CH:15]=1)[NH:12][CH:11]([C:16]1[CH:21]=[CH:20][CH:19]=[C:18]([N:22]3[C:26]([CH2:27][CH3:28])=[N:25][N:24]=[N:23]3)[CH:17]=1)[C:10]([CH3:30])([CH3:29])[CH2:9]2)=[O:5])C.[OH-].[Na+].Cl. Product: [CH2:27]([C:26]1[N:22]([C:18]2[CH:17]=[C:16]([CH:11]3[C:10]([CH3:30])([CH3:29])[CH2:9][C:8]4[C:13](=[CH:14][CH:15]=[C:6]([C:4]([OH:5])=[O:3])[CH:7]=4)[NH:12]3)[CH:21]=[CH:20][CH:19]=2)[N:23]=[N:24][N:25]=1)[CH3:28]. The catalyst class is: 364. (2) Reactant: C([Sn](CCCC)(CCCC)[C:6]1[CH:11]=[CH:10][C:9]([CH:12]=[CH:13][C:14]([C:16]2[CH:21]=[CH:20][C:19]([N:22]([CH3:24])[CH3:23])=[CH:18][CH:17]=2)=[O:15])=[CH:8][CH:7]=1)CCC.[I:33]I.S([O-])([O-])=O.[Na+].[Na+]. Product: [I:33][C:6]1[CH:11]=[CH:10][C:9]([CH:12]=[CH:13][C:14]([C:16]2[CH:21]=[CH:20][C:19]([N:22]([CH3:24])[CH3:23])=[CH:18][CH:17]=2)=[O:15])=[CH:8][CH:7]=1. The catalyst class is: 22. (3) Reactant: O.[NH2:2]N.Br.[Br:5][C:6]1[CH:11]=[CH:10][C:9]([C:12](=[NH:14])[NH2:13])=[CH:8][CH:7]=1.[C:15]([NH:18][CH:19]([CH3:27])[C:20](=O)[C:21](OCC)=[O:22])(=[O:17])[CH3:16]. Product: [Br:5][C:6]1[CH:11]=[CH:10][C:9]([C:12]2[NH:13][C:21](=[O:22])[C:20]([CH:19]([NH:18][C:15](=[O:17])[CH3:16])[CH3:27])=[N:2][N:14]=2)=[CH:8][CH:7]=1. The catalyst class is: 8.